From a dataset of Peptide-MHC class I binding affinity with 185,985 pairs from IEDB/IMGT. Regression. Given a peptide amino acid sequence and an MHC pseudo amino acid sequence, predict their binding affinity value. This is MHC class I binding data. (1) The peptide sequence is GSLLHGLWPY. The MHC is HLA-A30:02 with pseudo-sequence HLA-A30:02. The binding affinity (normalized) is 0.658. (2) The peptide sequence is ILSPLTKGIL. The MHC is HLA-A02:02 with pseudo-sequence HLA-A02:02. The binding affinity (normalized) is 0.531. (3) The peptide sequence is RGPDAFRF. The MHC is H-2-Dd with pseudo-sequence H-2-Dd. The binding affinity (normalized) is 0.393.